From a dataset of Full USPTO retrosynthesis dataset with 1.9M reactions from patents (1976-2016). Predict the reactants needed to synthesize the given product. (1) Given the product [F:18][C:4]1[CH:3]=[C:2]([C:24]2[CH:25]=[CH:26][C:21]([O:20][CH3:19])=[CH:22][CH:23]=2)[C:10]2[N:9]3[CH2:11][CH2:12][CH2:13][NH:14][C:15](=[O:16])[C:8]3=[CH:7][C:6]=2[C:5]=1[F:17], predict the reactants needed to synthesize it. The reactants are: Br[C:2]1[C:10]2[N:9]3[CH2:11][CH2:12][CH2:13][NH:14][C:15](=[O:16])[C:8]3=[CH:7][C:6]=2[C:5]([F:17])=[C:4]([F:18])[CH:3]=1.[CH3:19][O:20][C:21]1[CH:26]=[CH:25][C:24](B(O)O)=[CH:23][CH:22]=1. (2) Given the product [ClH:47].[CH3:46][O:45][C:37]1[CH:38]=[C:39]([CH:43]=[CH:44][C:36]=1[NH:35][C:33]([N:24]1[CH2:25][C@H:26]([C:27]2[CH:32]=[CH:31][CH:30]=[CH:29][CH:28]=2)[C@@H:22]([CH2:21][NH:8][C@@H:9]([C:11]2[C:20]3[C:15](=[CH:16][CH:17]=[CH:18][CH:19]=3)[CH:14]=[CH:13][CH:12]=2)[CH3:10])[CH2:23]1)=[O:34])[C:40]([OH:42])=[O:41], predict the reactants needed to synthesize it. The reactants are: C(OC([N:8]([CH2:21][C@@H:22]1[C@@H:26]([C:27]2[CH:32]=[CH:31][CH:30]=[CH:29][CH:28]=2)[CH2:25][N:24]([C:33]([NH:35][C:36]2[CH:44]=[CH:43][C:39]([C:40]([OH:42])=[O:41])=[CH:38][C:37]=2[O:45][CH3:46])=[O:34])[CH2:23]1)[C@@H:9]([C:11]1[C:20]2[C:15](=[CH:16][CH:17]=[CH:18][CH:19]=2)[CH:14]=[CH:13][CH:12]=1)[CH3:10])=O)(C)(C)C.[ClH:47].O1CCOCC1.